Task: Predict the product of the given reaction.. Dataset: Forward reaction prediction with 1.9M reactions from USPTO patents (1976-2016) (1) Given the reactants [NH2:1][CH2:2][CH2:3][C@H:4]1[CH2:9][CH2:8][C@H:7]([CH2:10][OH:11])[CH2:6][CH2:5]1.CCN(CC)CC.[C:19]([O:23][C:24](O[C:24]([O:23][C:19]([CH3:22])([CH3:21])[CH3:20])=[O:25])=[O:25])([CH3:22])([CH3:21])[CH3:20], predict the reaction product. The product is: [C:19]([O:23][C:24](=[O:25])[NH:1][CH2:2][CH2:3][C@H:4]1[CH2:9][CH2:8][C@H:7]([CH2:10][OH:11])[CH2:6][CH2:5]1)([CH3:22])([CH3:21])[CH3:20]. (2) The product is: [Br:22][CH2:23][C:24]([N:8]([C@@H:9]([CH3:12])[CH2:10][OH:11])[CH2:7][C:6]1[CH:13]=[CH:14][C:3]([O:2][CH3:1])=[CH:4][CH:5]=1)=[O:25]. Given the reactants [CH3:1][O:2][C:3]1[CH:14]=[CH:13][C:6]([CH2:7][NH:8][C@@H:9]([CH3:12])[CH2:10][OH:11])=[CH:5][CH:4]=1.C(N(CC)CC)C.[Br:22][CH2:23][C:24](Br)=[O:25], predict the reaction product. (3) Given the reactants [Cl:1][C:2]1[CH:3]=[CH:4][C:5]([O:19][CH2:20][C:21]2[CH:26]=[CH:25][C:24](F)=[CH:23][CH:22]=2)=[C:6]([C:8]2SC=C(CC(OCC)=O)N=2)[CH:7]=1.ClC1C=CC(OCC2C=CC=CC=2)=C(B(O)O)C=1.BrC[C:48]1[N:49]=[C:50]([C:53]([O:55][CH2:56][CH3:57])=[O:54])[S:51][CH:52]=1, predict the reaction product. The product is: [Cl:1][C:2]1[CH:3]=[CH:4][C:5]([O:19][CH2:20][C:21]2[CH:22]=[CH:23][CH:24]=[CH:25][CH:26]=2)=[C:6]([CH2:8][C:48]2[N:49]=[C:50]([C:53]([O:55][CH2:56][CH3:57])=[O:54])[S:51][CH:52]=2)[CH:7]=1. (4) Given the reactants [CH2:1]([N:4]([CH2:12][CH:13]=[CH2:14])[C:5]1[CH:10]=[N:9][C:8](Br)=[CH:7][N:6]=1)[CH:2]=[CH2:3].C([Li])CCC.[CH3:20][C:21]([N:25]1[CH2:36][CH2:35][C:28]2([C:32](=[O:33])[NH:31][CH:30]([CH3:34])[CH2:29]2)[CH2:27][CH2:26]1)([CH3:24])[CH:22]=[O:23], predict the reaction product. The product is: [CH2:1]([N:4]([CH2:12][CH:13]=[CH2:14])[C:5]1[N:6]=[CH:7][C:8]([CH:22]([OH:23])[C:21]([N:25]2[CH2:36][CH2:35][C:28]3([C:32](=[O:33])[NH:31][CH:30]([CH3:34])[CH2:29]3)[CH2:27][CH2:26]2)([CH3:20])[CH3:24])=[N:9][CH:10]=1)[CH:2]=[CH2:3].